This data is from Full USPTO retrosynthesis dataset with 1.9M reactions from patents (1976-2016). The task is: Predict the reactants needed to synthesize the given product. (1) Given the product [Cl:1][C:2]1[CH:9]=[C:8]([N:10]([C@H:11]2[CH2:15][CH2:14][N:13]([CH2:25][CH2:26][CH2:27][OH:28])[CH2:12]2)[CH2:16][C:17]2[CH:22]=[CH:21][CH:20]=[CH:19][C:18]=2[CH3:23])[CH:7]=[CH:6][C:3]=1[C:4]#[N:5], predict the reactants needed to synthesize it. The reactants are: [Cl:1][C:2]1[CH:9]=[C:8]([N:10]([CH2:16][C:17]2[CH:22]=[CH:21][CH:20]=[CH:19][C:18]=2[CH3:23])[C@H:11]2[CH2:15][CH2:14][NH:13][CH2:12]2)[CH:7]=[CH:6][C:3]=1[C:4]#[N:5].Br[CH2:25][CH2:26][CH2:27][OH:28]. (2) Given the product [F:18][C:19]1[CH:27]=[CH:26][CH:25]=[C:24]([F:28])[C:20]=1[C:21]([O:23][CH:2]([C:3]([O:5][CH2:6][CH3:7])=[O:4])[C:8]([C:10]1[CH:15]=[CH:14][C:13]([O:16][CH3:17])=[CH:12][CH:11]=1)=[O:9])=[O:22], predict the reactants needed to synthesize it. The reactants are: Br[CH:2]([C:8]([C:10]1[CH:15]=[CH:14][C:13]([O:16][CH3:17])=[CH:12][CH:11]=1)=[O:9])[C:3]([O:5][CH2:6][CH3:7])=[O:4].[F:18][C:19]1[CH:27]=[CH:26][CH:25]=[C:24]([F:28])[C:20]=1[C:21]([O-:23])=[O:22].[Na+]. (3) Given the product [F:21][C:19]1[CH:18]=[CH:17][C:16]([N+:22]([O-:24])=[O:23])=[C:15]([C:6]2[C:5]([C:3]([O:2][CH3:1])=[O:4])=[CH:10][CH:9]=[CH:8][CH:7]=2)[CH:20]=1, predict the reactants needed to synthesize it. The reactants are: [CH3:1][O:2][C:3]([C:5]1[CH:10]=[CH:9][CH:8]=[CH:7][C:6]=1B(O)O)=[O:4].Br[C:15]1[CH:20]=[C:19]([F:21])[CH:18]=[CH:17][C:16]=1[N+:22]([O-:24])=[O:23].C(O)C.C(=O)([O-])[O-].[Na+].[Na+]. (4) The reactants are: [CH2:1]([O:4][C:5]1[CH:9]=[C:8]([CH2:10][CH2:11][C:12](OCC)=[O:13])[N:7]([CH2:17][C:18]2[CH:27]=[CH:26][C:25]3[C:20](=[CH:21][CH:22]=[CH:23][CH:24]=3)[N:19]=2)[N:6]=1)[CH2:2][CH3:3].[H-].C([Al+]CC(C)C)C(C)C.C(O)C.[Cl-].[NH4+]. Given the product [CH2:1]([O:4][C:5]1[CH:9]=[C:8]([CH2:10][CH2:11][CH2:12][OH:13])[N:7]([CH2:17][C:18]2[CH:27]=[CH:26][C:25]3[C:20](=[CH:21][CH:22]=[CH:23][CH:24]=3)[N:19]=2)[N:6]=1)[CH2:2][CH3:3], predict the reactants needed to synthesize it.